From a dataset of Full USPTO retrosynthesis dataset with 1.9M reactions from patents (1976-2016). Predict the reactants needed to synthesize the given product. (1) Given the product [Cl:20][C:17]1[CH:18]=[C:19]2[C:14](=[CH:15][CH:16]=1)[N:13]([C:21]1[N:26]=[C:25]([C:27]3[CH:28]=[CH:29][CH:30]=[CH:31][CH:32]=3)[CH:24]=[C:23]([C:33]3[CH:38]=[CH:37][CH:36]=[CH:35][CH:34]=3)[N:22]=1)[CH:12]=[C:11]2[C:9](=[O:10])[CH2:8][CH2:7][C:6]([OH:39])=[O:5], predict the reactants needed to synthesize it. The reactants are: C[Si](C)(C)CC[O:5][C:6](=[O:39])[CH2:7][CH2:8][C:9]([C:11]1[C:19]2[C:14](=[CH:15][CH:16]=[C:17]([Cl:20])[CH:18]=2)[N:13]([C:21]2[N:26]=[C:25]([C:27]3[CH:32]=[CH:31][CH:30]=[CH:29][CH:28]=3)[CH:24]=[C:23]([C:33]3[CH:38]=[CH:37][CH:36]=[CH:35][CH:34]=3)[N:22]=2)[CH:12]=1)=[O:10].FC(F)(F)C(O)=O. (2) Given the product [F:1][C:2]1[CH:7]=[C:6]([CH:5]=[C:4]([F:11])[C:3]=1[O:12][CH3:13])[NH2:8], predict the reactants needed to synthesize it. The reactants are: [F:1][C:2]1[CH:7]=[C:6]([N+:8]([O-])=O)[CH:5]=[C:4]([F:11])[C:3]=1[O:12][CH3:13].[H][H]. (3) Given the product [CH3:20][CH2:19][C:18]([CH2:17][O:31][C:32]([CH:33]=[CH2:34])=[O:35])([CH2:3][O:4][C:5]([CH:6]=[CH2:8])=[O:9])[CH2:41][O:40][C:36]([CH:37]=[CH2:38])=[O:39], predict the reactants needed to synthesize it. The reactants are: FC(F)(F)[CH2:3][O:4][C:5](=[O:9])[C:6]([CH3:8])=C.C(O[CH:17]([O:31][C:32](=[O:35])[CH:33]=[CH2:34])[C:18](F)(F)[C:19](F)(F)[C:20](F)(F)C(F)(F)C)(=O)C=C.[C:36]([O:40][CH2:41]C(F)(F)C(F)(F)C(F)(F)C(F)F)(=[O:39])[CH:37]=[CH2:38].C(OC(F)(F)C1(F)C(F)(F)C(F)(F)C(F)(F)C(F)(F)C1(F)F)(=O)C(C)=C. (4) Given the product [CH3:26][C:23]1[CH:22]=[CH:21][C:20]([CH:2]([C:13]2[CH:14]=[CH:15][C:16]([CH3:19])=[CH:17][CH:18]=2)[C:3]2[S:7][C:6]([C:8]([O:10][CH2:11][CH3:12])=[O:9])=[CH:5][CH:4]=2)=[CH:25][CH:24]=1, predict the reactants needed to synthesize it. The reactants are: O[C:2]([C:20]1[CH:25]=[CH:24][C:23]([CH3:26])=[CH:22][CH:21]=1)([C:13]1[CH:18]=[CH:17][C:16]([CH3:19])=[CH:15][CH:14]=1)[C:3]1[S:7][C:6]([C:8]([O:10][CH2:11][CH3:12])=[O:9])=[CH:5][CH:4]=1.B(F)(F)F.O(CC)CC.C([SiH](CC)CC)C. (5) Given the product [Cl:1][C:2]1[CH:9]=[C:8]([N:10]([CH2:16][C:17]2[CH:22]=[CH:21][CH:20]=[CH:19][C:18]=2[Cl:23])[C@H:11]2[CH2:15][CH2:14][N:13]([CH2:25][C:26]([NH2:28])=[O:27])[CH2:12]2)[CH:7]=[CH:6][C:3]=1[C:4]#[N:5], predict the reactants needed to synthesize it. The reactants are: [Cl:1][C:2]1[CH:9]=[C:8]([N:10]([CH2:16][C:17]2[CH:22]=[CH:21][CH:20]=[CH:19][C:18]=2[Cl:23])[C@H:11]2[CH2:15][CH2:14][NH:13][CH2:12]2)[CH:7]=[CH:6][C:3]=1[C:4]#[N:5].Br[CH2:25][C:26]([NH2:28])=[O:27]. (6) Given the product [C@@H:1]12[CH2:6][C@@H:5]1[CH2:4][N:3]([CH2:10][CH2:11][CH2:12][O:13][C:14]1[CH:22]=[CH:21][C:17]([C:18]([NH2:20])=[O:19])=[CH:16][CH:15]=1)[CH2:2]2, predict the reactants needed to synthesize it. The reactants are: [C@@H:1]12[CH2:6][C@@H:5]1[CH2:4][NH:3][CH2:2]2.[I-].[Na+].Cl[CH2:10][CH2:11][CH2:12][O:13][C:14]1[CH:22]=[CH:21][C:17]([C:18]([NH2:20])=[O:19])=[CH:16][CH:15]=1. (7) Given the product [CH3:22][O:21][C:19]1[CH:18]=[CH:17][CH:16]=[C:15]2[C:20]=1[C:12]([CH2:11][CH2:10][NH2:7])=[CH:13][NH:14]2, predict the reactants needed to synthesize it. The reactants are: [H-].[H-].[H-].[H-].[Li+].[Al+3].[N+:7]([CH:10]=[CH:11][C:12]1[C:20]2[C:15](=[CH:16][CH:17]=[CH:18][C:19]=2[O:21][CH3:22])[NH:14][CH:13]=1)([O-])=O. (8) Given the product [Cl:71][C:59]1[CH:58]=[CH:57][C:56]([C:55]2[C:50]([C@@H:40]([NH:39][C:91](=[O:92])[CH2:90][N:83]3[C:84]([CH3:89])=[C:85]([CH2:86][CH2:87][OH:88])[C:81]([CH:78]4[CH2:80][CH2:79]4)=[N:82]3)[CH2:41][C:42]3[CH:47]=[C:46]([F:48])[CH:45]=[C:44]([F:49])[CH:43]=3)=[N:51][C:52]([C:72]#[C:73][C:74]([OH:77])([CH3:75])[CH3:76])=[CH:53][CH:54]=2)=[C:64]2[C:60]=1[C:61]([NH:66][S:67]([CH3:70])(=[O:68])=[O:69])=[N:62][N:63]2[CH3:65], predict the reactants needed to synthesize it. The reactants are: BrC1C([C@@H](NC(=O)CN2C3C(F)(F)CCC(F)(F)C=3C(C(F)F)=N2)CC2C=C(F)C=C(F)C=2)=NC=C(Br)C=1.[NH2:39][C@H:40]([C:50]1[C:55]([C:56]2[CH:57]=[CH:58][C:59]([Cl:71])=[C:60]3[C:64]=2[N:63]([CH3:65])[N:62]=[C:61]3[NH:66][S:67]([CH3:70])(=[O:69])=[O:68])=[CH:54][CH:53]=[C:52]([C:72]#[C:73][C:74]([OH:77])([CH3:76])[CH3:75])[N:51]=1)[CH2:41][C:42]1[CH:47]=[C:46]([F:48])[CH:45]=[C:44]([F:49])[CH:43]=1.[CH:78]1([C:81]2[C:85]([CH2:86][CH2:87][OH:88])=[C:84]([CH3:89])[N:83]([CH2:90][C:91](O)=[O:92])[N:82]=2)[CH2:80][CH2:79]1. (9) Given the product [CH2:1]([C@H:9]1[CH2:10][NH:11][CH2:12][CH2:13][NH:14]1)[CH2:2][C:3]1[CH:4]=[CH:5][CH:6]=[CH:7][CH:8]=1, predict the reactants needed to synthesize it. The reactants are: [CH2:1]([C@@H:9]1[NH:14][C:13](=O)[CH2:12][NH:11][C:10]1=O)[CH2:2][C:3]1[CH:8]=[CH:7][CH:6]=[CH:5][CH:4]=1.[H-].[Al+3].[Li+].[H-].[H-].[H-].O.O.O.O.O.O.O.O.O.O.S([O-])([O-])(=O)=O.[Na+].[Na+].[H][H].